This data is from Reaction yield outcomes from USPTO patents with 853,638 reactions. The task is: Predict the reaction yield, written as a fraction of the theoretical maximum amount of product (1.0 means a 100% yield; for example, 0.34 means a 34% yield). The reactants are [Cl:1][C:2]1[CH:3]=[C:4]2[CH2:10][CH2:9][CH:8]([NH:11][C:12]3[CH:13]=[CH:14][C:15]([F:29])=[C:16]([C@:18]4([CH3:28])[C:24]([F:26])([F:25])[CH2:23][O:22][CH2:21][C:20](=O)[NH:19]4)[CH:17]=3)[C:5]2=[N:6][CH:7]=1.COC1C=CC(P2(=S)SP(=S)(C3C=CC(OC)=CC=3)[S:39]2)=CC=1.C([O-])(O)=O.[Na+]. The catalyst is O1CCOCC1. The product is [Cl:1][C:2]1[CH:7]=[N:6][C:5]2[CH:8]([NH:11][C:12]3[CH:13]=[CH:14][C:15]([F:29])=[C:16]([C@:18]4([CH3:28])[C:24]([F:26])([F:25])[CH2:23][O:22][CH2:21][C:20](=[S:39])[NH:19]4)[CH:17]=3)[CH2:9][CH2:10][C:4]=2[CH:3]=1. The yield is 0.840.